Predict the product of the given reaction. From a dataset of Forward reaction prediction with 1.9M reactions from USPTO patents (1976-2016). (1) Given the reactants [Br:1][C:2]1[CH:7]=[CH:6][C:5]([CH:8]([CH3:18])[CH2:9][O:10][Si:11]([C:14]([CH3:17])([CH3:16])[CH3:15])([CH3:13])[CH3:12])=[CH:4][CH:3]=1.Br[C:20]1C=CC(C(C)(C)CO)=CC=1, predict the reaction product. The product is: [Br:1][C:2]1[CH:3]=[CH:4][C:5]([C:8]([CH3:20])([CH3:18])[CH2:9][O:10][Si:11]([C:14]([CH3:17])([CH3:16])[CH3:15])([CH3:13])[CH3:12])=[CH:6][CH:7]=1. (2) Given the reactants [CH3:1][C:2]1[CH:7]=[CH:6][C:5]([C:8]2[CH2:13][CH2:12][CH2:11][CH2:10][C:9]=2[C:14]([OH:16])=O)=[CH:4][CH:3]=1.[N:17]1([CH2:22][CH2:23][O:24][C:25]2[CH:30]=[CH:29][C:28]([NH2:31])=[CH:27][CH:26]=2)[CH:21]=[CH:20][CH:19]=[N:18]1.O.ON1C2C=CC=CC=2N=N1.CN(C)CCCN=C=NCC, predict the reaction product. The product is: [CH3:1][C:2]1[CH:3]=[CH:4][C:5]([C:8]2[CH2:13][CH2:12][CH2:11][CH2:10][C:9]=2[C:14]([NH:31][C:28]2[CH:29]=[CH:30][C:25]([O:24][CH2:23][CH2:22][N:17]3[CH:21]=[CH:20][CH:19]=[N:18]3)=[CH:26][CH:27]=2)=[O:16])=[CH:6][CH:7]=1. (3) Given the reactants [CH2:1]([N:3]1[C:7]([CH:8]=O)=[CH:6][CH:5]=[N:4]1)[CH3:2].[CH3:10][O:11][C:12]1[CH:13]=[C:14]([CH:16]=[CH:17][CH:18]=1)[NH2:15], predict the reaction product. The product is: [CH2:1]([N:3]1[C:7]([CH:8]=[N:15][C:14]2[CH:16]=[CH:17][CH:18]=[C:12]([O:11][CH3:10])[CH:13]=2)=[CH:6][CH:5]=[N:4]1)[CH3:2]. (4) The product is: [C:9]([C:2]1[CH:8]=[CH:7][C:5]([NH2:6])=[CH:4][CH:3]=1)#[C:10][CH2:11][CH2:12][CH2:13][CH2:14][CH2:15][CH2:16][CH3:17]. Given the reactants I[C:2]1[CH:8]=[CH:7][C:5]([NH2:6])=[CH:4][CH:3]=1.[CH:9]#[C:10][CH2:11][CH2:12][CH2:13][CH2:14][CH2:15][CH2:16][CH3:17].[NH4+].[OH-], predict the reaction product. (5) Given the reactants Br[C:2]1[CH:7]=[CH:6][C:5]([S:8]([C:11]2[CH:12]=[CH:13][C:14]([CH3:27])=[C:15]([S:17]([NH:20][CH:21]3[CH2:26][CH2:25][O:24][CH2:23][CH2:22]3)(=[O:19])=[O:18])[CH:16]=2)(=[O:10])=[O:9])=[CH:4][CH:3]=1.[CH3:28][N:29](C=O)C, predict the reaction product. The product is: [C:28]([C:2]1[CH:7]=[CH:6][C:5]([S:8]([C:11]2[CH:12]=[CH:13][C:14]([CH3:27])=[C:15]([S:17]([NH:20][CH:21]3[CH2:26][CH2:25][O:24][CH2:23][CH2:22]3)(=[O:18])=[O:19])[CH:16]=2)(=[O:9])=[O:10])=[CH:4][CH:3]=1)#[N:29]. (6) Given the reactants Cl[C:2]1[N:3]=[C:4](Cl)[C:5]2[S:10][C:9]([CH3:11])=[CH:8][C:6]=2[N:7]=1.[CH2:13]([NH2:17])[CH2:14][CH2:15][NH2:16].[O:18]1[C:24]2[CH:25]=[CH:26][CH:27]=[CH:28][C:23]=2[CH2:22][NH:21][CH2:20][CH2:19]1, predict the reaction product. The product is: [O:18]1[C:24]2[CH:25]=[CH:26][CH:27]=[CH:28][C:23]=2[CH2:22][N:21]([C:2]2[N:3]=[C:4]([NH:16][CH2:15][CH2:14][CH2:13][NH2:17])[C:5]3[S:10][C:9]([CH3:11])=[CH:8][C:6]=3[N:7]=2)[CH2:20][CH2:19]1. (7) Given the reactants [CH2:1]([O:4][CH2:5][CH2:6][OH:7])[CH:2]=[CH2:3].[Na].[C:9]([O:13][CH3:14])(=[O:12])[CH:10]=[CH2:11], predict the reaction product. The product is: [CH3:14][O:13][C:9](=[O:12])[CH2:10][CH2:11][O:7][CH2:6][CH2:5][O:4][CH2:1][CH:2]=[CH2:3]. (8) Given the reactants [CH2:1]([O:3][C:4]([C:6]1[N:7]([CH3:16])[C:8]([CH2:14][CH3:15])=[C:9]([C:12]#[N:13])[C:10]=1I)=[O:5])[CH3:2].[F:17][C:18]1[CH:39]=[C:38]([F:40])[CH:37]=[CH:36][C:19]=1[O:20][C:21]1[CH:26]=[CH:25][C:24](B2OC(C)(C)C(C)(C)O2)=[CH:23][CH:22]=1, predict the reaction product. The product is: [CH2:1]([O:3][C:4]([C:6]1[N:7]([CH3:16])[C:8]([CH2:14][CH3:15])=[C:9]([C:12]#[N:13])[C:10]=1[C:24]1[CH:23]=[CH:22][C:21]([O:20][C:19]2[CH:36]=[CH:37][C:38]([F:40])=[CH:39][C:18]=2[F:17])=[CH:26][CH:25]=1)=[O:5])[CH3:2]. (9) Given the reactants [H-].[Na+].[NH:3]1[C:11]2[CH:10]=[CH:9][CH:8]=[C:7]([CH:12]=[O:13])[C:6]=2[CH:5]=[CH:4]1.F[C:15]1[CH:22]=[CH:21][CH:20]=[CH:19][C:16]=1[C:17]#[N:18], predict the reaction product. The product is: [CH:12]([C:7]1[CH:8]=[CH:9][CH:10]=[C:11]2[C:6]=1[CH:5]=[CH:4][N:3]2[C:15]1[CH:22]=[CH:21][CH:20]=[CH:19][C:16]=1[C:17]#[N:18])=[O:13]. (10) The product is: [CH:63]([N:65]([C:25](=[O:27])[C:24]1[CH:28]=[C:29]([C:32]#[N:33])[CH:30]=[CH:31][C:23]=1[CH:5]1[C:4]([C:1](=[O:3])[CH3:2])=[C:9]([CH3:10])[N:8]([C:11]2[CH:16]=[CH:15][CH:14]=[C:13]([C:17]([F:18])([F:19])[F:20])[CH:12]=2)[C:7](=[O:21])[N:6]1[CH3:22])[NH2:66])=[O:64]. Given the reactants [C:1]([C:4]1[CH:5]([C:23]2[CH:31]=[CH:30][C:29]([C:32]#[N:33])=[CH:28][C:24]=2[C:25]([OH:27])=O)[N:6]([CH3:22])[C:7](=[O:21])[N:8]([C:11]2[CH:16]=[CH:15][CH:14]=[C:13]([C:17]([F:20])([F:19])[F:18])[CH:12]=2)[C:9]=1[CH3:10])(=[O:3])[CH3:2].C(N(CC)CC)C.F[B-](F)(F)F.C[N+](C)=C(N(C)C)ON1C2C=CC=CC=2N=N1.[CH:63]([NH:65][NH2:66])=[O:64], predict the reaction product.